Predict the reactants needed to synthesize the given product. From a dataset of Full USPTO retrosynthesis dataset with 1.9M reactions from patents (1976-2016). (1) Given the product [CH3:26][S:23]([C:20]1[CH:21]=[CH:22][C:16]2[O:15][CH2:14][CH:13]([CH2:12][NH:30][CH:28]([CH3:29])[CH3:27])[O:18][C:17]=2[CH:19]=1)(=[O:24])=[O:25], predict the reactants needed to synthesize it. The reactants are: CC1C=CC(S(O[CH2:12][CH:13]2[O:18][C:17]3[CH:19]=[C:20]([S:23]([CH3:26])(=[O:25])=[O:24])[CH:21]=[CH:22][C:16]=3[O:15][CH2:14]2)(=O)=O)=CC=1.[CH3:27][CH:28]([NH2:30])[CH3:29]. (2) Given the product [N:40]1([CH2:30][C:28]2[C:27]([C:32]3[CH:33]=[CH:34][C:35]([CH3:38])=[CH:36][CH:37]=3)=[N:26][N:25]([C:23]3[CH:22]=[CH:21][N:20]=[C:19]([NH:18][C:4]4[C:3]([O:2][CH3:1])=[CH:8][C:7]([N:9]5[CH2:14][CH2:13][O:12][CH2:11][CH2:10]5)=[C:6]([NH:15][C:3](=[O:2])[CH:4]=[CH2:5])[CH:5]=4)[N:24]=3)[CH:29]=2)[CH2:43][CH2:42][CH2:41]1, predict the reactants needed to synthesize it. The reactants are: [CH3:1][O:2][C:3]1[CH:8]=[C:7]([N:9]2[CH2:14][CH2:13][O:12][CH2:11][CH2:10]2)[C:6]([N+:15]([O-])=O)=[CH:5][C:4]=1[NH:18][C:19]1[N:24]=[C:23]([N:25]2[CH:29]=[C:28]([CH:30]=O)[C:27]([C:32]3[CH:37]=[CH:36][C:35]([CH3:38])=[CH:34][CH:33]=3)=[N:26]2)[CH:22]=[CH:21][N:20]=1.Cl.[NH:40]1[CH2:43][CH2:42][CH2:41]1. (3) Given the product [N:24]1([C:2]2[NH:7][C:6]3[N:8]([CH2:11][C:12]4[C:21]5[C:16](=[CH:17][CH:18]=[CH:19][CH:20]=5)[CH:15]=[CH:14][CH:13]=4)[CH:9]=[N:10][C:5]=3[C:4](=[O:22])[CH:3]=2)[CH2:29][CH2:28][O:27][CH2:26][CH2:25]1, predict the reactants needed to synthesize it. The reactants are: Cl[C:2]1[N:7]=[C:6]2[N:8]([CH2:11][C:12]3[C:21]4[C:16](=[CH:17][CH:18]=[CH:19][CH:20]=4)[CH:15]=[CH:14][CH:13]=3)[CH:9]=[N:10][C:5]2=[C:4]([O:22]C)[CH:3]=1.[NH:24]1[CH2:29][CH2:28][O:27][CH2:26][CH2:25]1.Cl. (4) Given the product [CH2:1]([O:8][C:9](=[O:28])[CH:10]([C:21]1[CH:26]=[CH:25][C:24]([NH:27][S:37]([C:31]2[C:32]([CH3:36])=[N:33][N:34]([CH3:35])[C:30]=2[Cl:29])(=[O:38])=[O:39])=[CH:23][N:22]=1)[C:11]([O:13][CH2:14][C:15]1[CH:20]=[CH:19][CH:18]=[CH:17][CH:16]=1)=[O:12])[C:2]1[CH:7]=[CH:6][CH:5]=[CH:4][CH:3]=1, predict the reactants needed to synthesize it. The reactants are: [CH2:1]([O:8][C:9](=[O:28])[CH:10]([C:21]1[CH:26]=[CH:25][C:24]([NH2:27])=[CH:23][N:22]=1)[C:11]([O:13][CH2:14][C:15]1[CH:20]=[CH:19][CH:18]=[CH:17][CH:16]=1)=[O:12])[C:2]1[CH:7]=[CH:6][CH:5]=[CH:4][CH:3]=1.[Cl:29][C:30]1[N:34]([CH3:35])[N:33]=[C:32]([CH3:36])[C:31]=1[S:37](Cl)(=[O:39])=[O:38].Cl. (5) Given the product [C:1]([C:3]1[CH:4]=[C:5]([C:11]2[CH:15]=[C:14]([C:16]([O:18][CH2:19][CH3:20])=[O:17])[O:13][N:12]=2)[CH:6]=[CH:7][C:8]=1[OH:9])#[N:2], predict the reactants needed to synthesize it. The reactants are: [C:1]([C:3]1[CH:4]=[C:5]([C:11]2[CH:15]=[C:14]([C:16]([O:18][CH2:19][CH3:20])=[O:17])[O:13][N:12]=2)[CH:6]=[CH:7][C:8]=1[O:9]C)#[N:2].BrB(Br)Br. (6) Given the product [CH:13]1([CH2:12][O:11][C:4]2[C:5]([N+:8]([O-:10])=[O:9])=[N:6][CH:7]=[C:2]([O:24][C:18]3[CH:23]=[CH:22][CH:21]=[CH:20][CH:19]=3)[CH:3]=2)[CH2:17][CH2:16][CH2:15][CH2:14]1, predict the reactants needed to synthesize it. The reactants are: Cl[C:2]1[CH:3]=[C:4]([O:11][CH2:12][CH:13]2[CH2:17][CH2:16][CH2:15][CH2:14]2)[C:5]([N+:8]([O-:10])=[O:9])=[N:6][CH:7]=1.[C:18]1([OH:24])[CH:23]=[CH:22][CH:21]=[CH:20][CH:19]=1.C([O-])([O-])=O.[K+].[K+].O. (7) Given the product [Br:2][C:3]1[CH:4]=[CH:5][C:6]([C@@H:9]2[O:14][CH2:13][CH2:12][N:11]([C:22]([O:24][C:25]([CH3:28])([CH3:27])[CH3:26])=[O:23])[CH2:10]2)=[CH:7][CH:8]=1, predict the reactants needed to synthesize it. The reactants are: Cl.[Br:2][C:3]1[CH:8]=[CH:7][C:6]([C@@H:9]2[O:14][CH2:13][CH2:12][NH:11][CH2:10]2)=[CH:5][CH:4]=1.C(N(CC)CC)C.[C:22](O[C:22]([O:24][C:25]([CH3:28])([CH3:27])[CH3:26])=[O:23])([O:24][C:25]([CH3:28])([CH3:27])[CH3:26])=[O:23].